From a dataset of Catalyst prediction with 721,799 reactions and 888 catalyst types from USPTO. Predict which catalyst facilitates the given reaction. (1) Reactant: C[O:2][C:3]([C:7]1[CH:12]=[CH:11][N:10]2[C:13]([C:16]3[CH:21]=[CH:20][N:19]=[C:18]([C:22]4[CH:27]=[CH:26][N:25]=[CH:24][CH:23]=4)[N:17]=3)=[CH:14][N:15]=[C:9]2[N:8]=1)(OC)[CH3:4].CO.C(Cl)Cl.C([O-])(O)=O.[Na+]. Product: [N:25]1[CH:24]=[CH:23][C:22]([C:18]2[N:17]=[C:16]([C:13]3[N:10]4[CH:11]=[CH:12][C:7]([C:3](=[O:2])[CH3:4])=[N:8][C:9]4=[N:15][CH:14]=3)[CH:21]=[CH:20][N:19]=2)=[CH:27][CH:26]=1. The catalyst class is: 33. (2) Reactant: [CH3:1][NH:2][NH2:3].[Br:4][C:5]1[CH:6]=[N:7][CH:8]=[C:9]([Br:13])[C:10]=1[CH:11]=O. Product: [Br:4][C:5]1[CH:6]=[N:7][CH:8]=[C:9]([Br:13])[C:10]=1[CH:11]=[N:3][NH:2][CH3:1]. The catalyst class is: 41. (3) Reactant: C([O:8][C:9]1[CH:16]=[C:15]([C:17]([CH3:20])([CH3:19])[CH3:18])[CH:14]=[C:13]([C:21]([CH3:24])([CH3:23])[CH3:22])[C:10]=1[CH:11]=O)C1C=CC=CC=1.C([O-])(=O)C.[NH4+].[N+:30]([CH3:33])([O-])=O. Product: [NH2:30][CH2:33][CH2:11][C:10]1[C:13]([C:21]([CH3:22])([CH3:24])[CH3:23])=[CH:14][C:15]([C:17]([CH3:20])([CH3:19])[CH3:18])=[CH:16][C:9]=1[OH:8]. The catalyst class is: 15. (4) Reactant: [CH3:1][C:2]1([CH3:16])[CH:11]=[CH:10][C:9]2[C:4](=[CH:5][CH:6]=[C:7]([CH2:12][C:13]([OH:15])=O)[CH:8]=2)[O:3]1.[CH:17]1([NH2:27])[C:26]2[C:21](=[CH:22][CH:23]=[CH:24][CH:25]=2)[CH2:20][CH2:19][CH2:18]1. Product: [CH3:16][C:2]1([CH3:1])[CH:11]=[CH:10][C:9]2[C:4](=[CH:5][CH:6]=[C:7]([CH2:12][C:13]([NH:27][CH:17]3[C:26]4[C:21](=[CH:22][CH:23]=[CH:24][CH:25]=4)[CH2:20][CH2:19][CH2:18]3)=[O:15])[CH:8]=2)[O:3]1. The catalyst class is: 1. (5) Reactant: [F:1][C:2]1[CH:19]=[CH:18][CH:17]=[CH:16][C:3]=1[CH2:4][C:5]1[NH:6][C:7](=[O:15])[C:8]([C:13]#[N:14])=[C:9](SC)[N:10]=1.[NH:20]1[CH2:25][CH2:24][CH:23]([CH2:26][CH2:27][OH:28])[CH2:22][CH2:21]1. Product: [F:1][C:2]1[CH:19]=[CH:18][CH:17]=[CH:16][C:3]=1[CH2:4][C:5]1[NH:6][C:7](=[O:15])[C:8]([C:13]#[N:14])=[C:9]([N:20]2[CH2:25][CH2:24][CH:23]([CH2:26][CH2:27][OH:28])[CH2:22][CH2:21]2)[N:10]=1. The catalyst class is: 10. (6) Reactant: Br[C:2]1[CH:11]=[CH:10][C:5]([C:6]([O:8][CH3:9])=[O:7])=[CH:4][C:3]=1[C:12]([O:14]C)=O.[CH3:16][NH:17][C:18]([NH2:20])=[O:19].C(=O)([O-])[O-].[Cs+].[Cs+].C1(P(C2C=CC=CC=2)C2C3OC4C(=CC=CC=4P(C4C=CC=CC=4)C4C=CC=CC=4)C(C)(C)C=3C=CC=2)C=CC=CC=1. Product: [CH3:16][N:17]1[C:12](=[O:14])[C:3]2[C:2](=[CH:11][CH:10]=[C:5]([C:6]([O:8][CH3:9])=[O:7])[CH:4]=2)[NH:20][C:18]1=[O:19]. The catalyst class is: 62.